Predict which catalyst facilitates the given reaction. From a dataset of Catalyst prediction with 721,799 reactions and 888 catalyst types from USPTO. (1) Reactant: I[C:2]1[CH:3]=[C:4]([C@H:10]2[CH2:14][CH2:13][C@H:12]([C:15]([O:17][CH3:18])=[O:16])[CH2:11]2)[CH:5]=[CH:6][C:7]=1[O:8][CH3:9].[B:19]1(B2OCC(C)(C)CO2)[O:24]CC(C)(C)C[O:20]1.C([O-])(=O)C.[K+]. Product: [CH3:9][O:8][C:7]1[CH:6]=[CH:5][C:4]([C@H:10]2[CH2:14][CH2:13][C@H:12]([C:15]([O:17][CH3:18])=[O:16])[CH2:11]2)=[CH:3][C:2]=1[B:19]([OH:24])[OH:20]. The catalyst class is: 16. (2) Reactant: [CH2:1]1C2[C:5](=[CH:6][CH:7]=[CH:8]C=2)[CH:4]=[CH:3][CH2:2]1.[Br:11]N1C(=O)CCC1=O.CC[O:21][CH2:22][CH3:23]. Product: [Br:11][C@@H:1]1[CH2:2][CH2:3][C:4]2[C:23](=[CH:8][CH:7]=[CH:6][CH:5]=2)[C@H:22]1[OH:21]. The catalyst class is: 132. (3) Reactant: [Br:1]Br.[Cl:3][C:4]1[CH:5]=[CH:6][C:7]([OH:10])=[N:8][CH:9]=1.C(OCC)(=O)C.O. Product: [Br:1][C:6]1[C:7]([OH:10])=[N:8][CH:9]=[C:4]([Cl:3])[CH:5]=1. The catalyst class is: 15. (4) Reactant: C[O:2][C:3]([C:5]1[C:6]([C:26](OC)=[O:27])=[C:7]([C:18]2[CH:23]=[CH:22][C:21]([O:24][CH3:25])=[CH:20][CH:19]=2)[N:8]2[C:17]=1[CH2:16][C:15]1[CH:14]=[CH:13][CH:12]=[CH:11][C:10]=1[CH2:9]2)=O.[H-].[H-].[H-].[H-].[Li+].[Al+3]. Product: [OH:27][CH2:26][C:6]1[C:5]([CH2:3][OH:2])=[C:17]2[CH2:16][C:15]3[CH:14]=[CH:13][CH:12]=[CH:11][C:10]=3[CH2:9][N:8]2[C:7]=1[C:18]1[CH:19]=[CH:20][C:21]([O:24][CH3:25])=[CH:22][CH:23]=1. The catalyst class is: 268. (5) Reactant: II.[Mg].[C:4]([O:7][C:8]1[C:13]([F:14])=[CH:12][CH:11]=[CH:10][C:9]=1[CH:15](Br)[CH2:16][CH2:17]Br)(=[O:6])[CH3:5].Cl. Product: [C:4]([O:7][C:8]1[C:13]([F:14])=[CH:12][CH:11]=[CH:10][C:9]=1[CH:15]1[CH2:17][CH2:16]1)(=[O:6])[CH3:5]. The catalyst class is: 1. (6) Reactant: C[O:2][C:3](=[O:12])[CH2:4][S:5][C:6]1[CH:11]=[CH:10][CH:9]=[CH:8][N:7]=1.[OH-].[Na+]. Product: [N:7]1[CH:8]=[CH:9][CH:10]=[CH:11][C:6]=1[S:5][CH2:4][C:3]([OH:12])=[O:2]. The catalyst class is: 5. (7) Reactant: [C:1](N1C=CN=C1)(N1C=CN=C1)=[O:2].[F:13][C:14]1[C:19]([F:20])=[CH:18][CH:17]=[CH:16][C:15]=1[C@H:21]1[CH2:27][N:26]2[C:28]([C:31]3([C:34]([F:37])([F:36])[F:35])[CH2:33][CH2:32]3)=[N:29][N:30]=[C:25]2[C@H:24]([NH2:38])[CH2:23][CH2:22]1.[CH3:39][N:40]1[C:44]2=[N:45][CH:46]=[CH:47][CH:48]=[C:43]2[N:42]([CH:49]2[CH2:54][CH2:53][NH:52][CH2:51][CH2:50]2)[C:41]1=[O:55]. Product: [F:13][C:14]1[C:19]([F:20])=[CH:18][CH:17]=[CH:16][C:15]=1[C@H:21]1[CH2:27][N:26]2[C:28]([C:31]3([C:34]([F:37])([F:35])[F:36])[CH2:32][CH2:33]3)=[N:29][N:30]=[C:25]2[C@H:24]([NH:38][C:1]([N:52]2[CH2:53][CH2:54][CH:49]([N:42]3[C:43]4[C:44](=[N:45][CH:46]=[CH:47][CH:48]=4)[N:40]([CH3:39])[C:41]3=[O:55])[CH2:50][CH2:51]2)=[O:2])[CH2:23][CH2:22]1. The catalyst class is: 7. (8) Reactant: [F:1][C:2]([C:6]1[C:7]([C:17](F)=[O:18])=[N:8][O:9][C:10]=1[C:11]1[CH:16]=[CH:15][CH:14]=[CH:13][CH:12]=1)([F:5])[CH2:3][CH3:4].O/[N:21]=[C:22](/[C:24]1[CH:41]=[CH:40][C:27]([CH2:28][N:29]2[CH2:32][CH:31]([C:33]([O:35][C:36]([CH3:39])([CH3:38])[CH3:37])=[O:34])[CH2:30]2)=[CH:26][CH:25]=1)\[NH2:23].CCN(C(C)C)C(C)C.[F-].C([N+](CCCC)(CCCC)CCCC)CCC.O1CCCC1. Product: [F:1][C:2]([C:6]1[C:7]([C:17]2[O:18][N:23]=[C:22]([C:24]3[CH:25]=[CH:26][C:27]([CH2:28][N:29]4[CH2:30][CH:31]([C:33]([O:35][C:36]([CH3:37])([CH3:39])[CH3:38])=[O:34])[CH2:32]4)=[CH:40][CH:41]=3)[N:21]=2)=[N:8][O:9][C:10]=1[C:11]1[CH:16]=[CH:15][CH:14]=[CH:13][CH:12]=1)([F:5])[CH2:3][CH3:4]. The catalyst class is: 10. (9) Reactant: [NH2:1][C:2]1[C:7]2=[CH:8][CH:9]=[C:10]([C:11](=[O:14])[CH2:12][Cl:13])[N:6]2[N:5]=[CH:4][N:3]=1.[Br:15]N1C(C)(C)C(=O)N(Br)C1=O. Product: [NH2:1][C:2]1[C:7]2=[C:8]([Br:15])[CH:9]=[C:10]([C:11](=[O:14])[CH2:12][Cl:13])[N:6]2[N:5]=[CH:4][N:3]=1. The catalyst class is: 3.